From a dataset of Experimentally validated miRNA-target interactions with 360,000+ pairs, plus equal number of negative samples. Binary Classification. Given a miRNA mature sequence and a target amino acid sequence, predict their likelihood of interaction. (1) The miRNA is hsa-miR-4326 with sequence UGUUCCUCUGUCUCCCAGAC. The protein sequence of the target gene is MGPQAAAGRMILLVVLMLSAKVGSGALTSTEDPEPPSVPVPTNVLIKSYNLNPVVCWEYQNMSQTPIFTVQVKVYSGSWTDSCTNISDHCCNIYEQIMYPDVSAWARVKAKVGQKESDYARSKEFLMCLKGKVGPPGLEIRRKKEEQLSVLVFHPEVVVNGESQGTMFGDGSTCYTFDYTVYVEHNRSGEILHTKHTVEKEECNETLCELNISVSTLDSRYCISVDGISSFWQVRTEKSKDVCIPPFHDDRKDSIWILVVAPLTVFTVVILVFAYWYTKKNSFKRKSIMLPKSLLSVVKS.... Result: 0 (no interaction). (2) Result: 1 (interaction). The miRNA is hsa-miR-6764-5p with sequence UCCCAGGGUCUGGUCAGAGUUG. The protein sequence of the target gene is MISSKMMSSNPEEDPLDTFLQYIEDMGMKAYDGLVIQNASDIARENDRLRNETNLAYLKEKNEKRRRQEEAIKRIGGEVGRGHEGSYVGKHFRMGFMTMPAPQDRLPHPCSSGFSVRSQSLHSVGGTDDDSSCGSRRQPPPKPKRDPSTKLSTSSETVSSTAASKSGKTPERTEASAKPRPHSDEYSKKIPPPKPKRNPNTQLSTSFDETYIKKHGPRRTSLPRDSSLSQMGSPAGDPEEEEPVYIEMVGNILRDFRKEDDDQSEAVYEEMKYPIFDDLGQDAKCDFDHHSCSSQCATPT.... (3) The miRNA is hsa-miR-4655-3p with sequence ACCCUCGUCAGGUCCCCGGGG. The protein sequence of the target gene is MAMDSSLQARLFPGLAIKIQRSNGLIHSANVRTVNLEKSCVSVEWAEGGATKGKEIDFDDVAAINPELLQLLPLHPKDNLPLQENVTIQKQKRRSVNSKIPAPKESLRSRSTRMSTVSELRITAQENDMEVELPAAANSRKQFSVPPAPTRPSCPAVAEIPLRMVSEEMEEQVHSIRGSSSANPVNSVRRKSCLVKEVEKMKNKREEKKAQNSEMRMKRAQEYDSSFPNWEFARMIKEFRATLECHPLTMTDPIEEHRICVCVRKRPLNKQELAKKEIDVISIPSKCLLLVHEPKLKVDL.... Result: 0 (no interaction). (4) The miRNA is mmu-miR-6964-3p with sequence UUUCUUGUCUUCCACUCUAG. The protein sequence of the target gene is MEGEGVRNFKELRAKFQNLDAPPLPGPIKFPAGVSPKGDIGGTQSTQILANGKPLSSNHKQRTPYCSSSESQPLQPQKIKLAQKSEIPKCSNSPGPLGKSTVCSATSSQKASLLLEVTQSNVEIITKEKVMVANSFRNKLWNWEKVSSQKSEMSSALLLANYGSKAIHLEGQKGMGLTPEEPRKKLETKGAQTLPSQKHVVAPKILHNVSEDPSFVISQHIRKSWENPPPERSPASSPCQPIYECELASQAPEKQPDVRHHHLPKTKPLPSIDSLGPPPPKPSRPPIVNLQAFQRQPAAV.... Result: 0 (no interaction).